From a dataset of Reaction yield outcomes from USPTO patents with 853,638 reactions. Predict the reaction yield, written as a fraction of the theoretical maximum amount of product (1.0 means a 100% yield; for example, 0.34 means a 34% yield). (1) The product is [CH3:15][O:14][C:12]([C:9]1[CH:10]=[C:11]2[C:6](=[CH:7][C:8]=1[O:16][CH3:17])[N:5]=[CH:4][CH:3]=[C:2]2[O:18][C:19]1[CH:20]=[C:21]2[C:25](=[CH:26][CH:27]=1)[NH:24][CH:23]=[CH:22]2)=[O:13]. The yield is 0.298. The catalyst is CN1CCCC1=O. The reactants are Cl[C:2]1[C:11]2[C:6](=[CH:7][C:8]([O:16][CH3:17])=[C:9]([C:12]([O:14][CH3:15])=[O:13])[CH:10]=2)[N:5]=[CH:4][CH:3]=1.[OH:18][C:19]1[CH:20]=[C:21]2[C:25](=[CH:26][CH:27]=1)[NH:24][CH:23]=[CH:22]2.C(N(C(C)C)CC)(C)C. (2) The reactants are [CH2:1]([N:3]([CH:11]1[CH2:15][CH2:14][CH:13]([C:16]2[C:24]3[C:19](=[CH:20][CH:21]=[C:22]([NH:25][C:26]([C:28]4[S:29][CH:30]=[CH:31][CH:32]=4)=[NH:27])[CH:23]=3)[NH:18][CH:17]=2)[CH2:12]1)C(=O)OC(C)(C)C)[CH3:2].C(O)(C(F)(F)F)=O.[NH4+].[OH-]. The catalyst is ClCCl. The product is [CH2:1]([NH:3][CH:11]1[CH2:15][CH2:14][CH:13]([C:16]2[C:24]3[C:19](=[CH:20][CH:21]=[C:22]([NH:25][C:26]([C:28]4[S:29][CH:30]=[CH:31][CH:32]=4)=[NH:27])[CH:23]=3)[NH:18][CH:17]=2)[CH2:12]1)[CH3:2]. The yield is 0.890. (3) The reactants are Br[C:2]1[S:3][C:4]([C:15]([O:17][CH2:18][CH3:19])=[O:16])=[C:5]([CH2:7][C:8]2[CH:13]=[CH:12][C:11]([Cl:14])=[CH:10][CH:9]=2)[N:6]=1.C([Sn](CCCC)(CCCC)[C:25]1[CH2:26][CH2:27][O:28][CH2:29][CH:30]=1)CCC.[Cl-].[Li+].O1CCOCC1. The catalyst is C1C=CC([P]([Pd]([P](C2C=CC=CC=2)(C2C=CC=CC=2)C2C=CC=CC=2)([P](C2C=CC=CC=2)(C2C=CC=CC=2)C2C=CC=CC=2)[P](C2C=CC=CC=2)(C2C=CC=CC=2)C2C=CC=CC=2)(C2C=CC=CC=2)C2C=CC=CC=2)=CC=1.[Cu]I. The product is [CH2:18]([O:17][C:15]([C:4]1[S:3][C:2]([C:25]2[CH2:30][CH2:29][O:28][CH2:27][CH:26]=2)=[N:6][C:5]=1[CH2:7][C:8]1[CH:13]=[CH:12][C:11]([Cl:14])=[CH:10][CH:9]=1)=[O:16])[CH3:19]. The yield is 0.389. (4) The reactants are [F:1][C:2]1[CH:7]=[CH:6][CH:5]=[C:4]([F:8])[C:3]=1[N:9]1[C:14]2[N:15]=[C:16]([S:29][CH3:30])[N:17]=[C:18]([C:19]3[CH:20]=[C:21]([CH:25]=[CH:26][C:27]=3[CH3:28])[C:22]([OH:24])=O)[C:13]=2[CH2:12][NH:11][C:10]1=[O:31].C(N(C(C)C)CC)(C)C.CN(C(ON1N=NC2C=CC=NC1=2)=[N+](C)C)C.F[P-](F)(F)(F)(F)F.[F:65][C:66]1[CH:72]=[CH:71][C:69]([NH2:70])=[CH:68][CH:67]=1. The catalyst is C(Cl)Cl.O. The product is [F:1][C:2]1[CH:7]=[CH:6][CH:5]=[C:4]([F:8])[C:3]=1[N:9]1[C:14]2[N:15]=[C:16]([S:29][CH3:30])[N:17]=[C:18]([C:19]3[CH:20]=[C:21]([CH:25]=[CH:26][C:27]=3[CH3:28])[C:22]([NH:70][C:69]3[CH:71]=[CH:72][C:66]([F:65])=[CH:67][CH:68]=3)=[O:24])[C:13]=2[CH2:12][NH:11][C:10]1=[O:31]. The yield is 0.920.